Dataset: Full USPTO retrosynthesis dataset with 1.9M reactions from patents (1976-2016). Task: Predict the reactants needed to synthesize the given product. (1) Given the product [CH2:14]([CH:17]1[CH2:22][CH2:21][N:20]([C:2]([O:4][C:5]2[CH:10]=[CH:9][C:8]([N+:11]([O-:13])=[O:12])=[CH:7][CH:6]=2)=[O:3])[CH2:19][CH2:18]1)[C:15]#[CH:16], predict the reactants needed to synthesize it. The reactants are: Cl[C:2]([O:4][C:5]1[CH:10]=[CH:9][C:8]([N+:11]([O-:13])=[O:12])=[CH:7][CH:6]=1)=[O:3].[CH2:14]([CH:17]1[CH2:22][CH2:21][N:20](C(OC(C)(C)C)=O)[CH2:19][CH2:18]1)[C:15]#[CH:16]. (2) Given the product [Cl:1][C:2]1[CH:3]=[C:4]([C:5]([O:7][CH2:8][CH3:9])=[O:6])[C:10]([C:20]2[CH:21]=[CH:22][CH:23]=[CH:24][C:19]=2[CH3:40])=[CH:11][C:12]=1[C:13]([O:15][CH2:16][CH3:17])=[O:14], predict the reactants needed to synthesize it. The reactants are: [Cl:1][C:2]1[C:3](Br)=[C:4]([CH:10]=[CH:11][C:12]=1[C:13]([O:15][CH2:16][CH3:17])=[O:14])[C:5]([O:7][CH2:8][CH3:9])=[O:6].[C:19]1([CH3:40])[CH:24]=[CH:23][CH:22]=[CH:21][C:20]=1P([C:20]1[CH:21]=[CH:22][CH:23]=[CH:24][C:19]=1[CH3:40])[C:20]1[CH:21]=[CH:22][CH:23]=[CH:24][C:19]=1[CH3:40].O1CCOCC1.O. (3) Given the product [CH2:8]([O:11][C:12]([N:14]1[CH2:18][C@H:17]([OH:19])[CH2:16][C@:15]1([CH2:1][OH:4])[C:20]([OH:22])=[O:21])=[O:13])[C:9]1[CH:10]=[CH:17][CH:16]=[CH:15][CH:20]=1, predict the reactants needed to synthesize it. The reactants are: [C:1](=[O:4])([O-])N.[SiH3]O[SiH3].[CH2:8]([O:11][C:12]([N:14]1[CH2:18][C@H:17]([OH:19])[CH2:16][C@H:15]1[C:20]([O:22]C)=[O:21])=[O:13])[CH:9]=[CH2:10]. (4) The reactants are: [C@@H:1]1([NH:10][C:11]2[C:12]3[S:19][CH:18]=[C:17]([C@H:20]4[C@@H:24]5[O:25][C:26]([CH3:29])([CH3:28])[O:27][C@@H:23]5[C@@H:22]([CH2:30][OH:31])[O:21]4)[C:13]=3[N:14]=[CH:15][N:16]=2)[C:9]2[C:4](=[CH:5][CH:6]=[CH:7][CH:8]=2)[CH2:3][CH2:2]1.C(N(CC)C(C)C)(C)C.[NH2:41][S:42](Cl)(=[O:44])=[O:43]. Given the product [S:42](=[O:44])(=[O:43])([O:31][CH2:30][C@@H:22]1[C@@H:23]2[C@@H:24]([O:25][C:26]([CH3:28])([CH3:29])[O:27]2)[C@H:20]([C:17]2[C:13]3[N:14]=[CH:15][N:16]=[C:11]([NH:10][C@@H:1]4[C:9]5[C:4](=[CH:5][CH:6]=[CH:7][CH:8]=5)[CH2:3][CH2:2]4)[C:12]=3[S:19][CH:18]=2)[O:21]1)[NH2:41], predict the reactants needed to synthesize it.